This data is from Full USPTO retrosynthesis dataset with 1.9M reactions from patents (1976-2016). The task is: Predict the reactants needed to synthesize the given product. (1) Given the product [ClH:14].[CH3:27][C:23]1[N:22]([CH2:21][C:17]2[N:18]=[N:19][CH:20]=[C:15]([C:5]3[CH:6]=[CH:7][CH:8]=[C:3]([C:2]([F:13])([F:12])[F:1])[CH:4]=3)[CH:16]=2)[CH:26]=[CH:25][N:24]=1, predict the reactants needed to synthesize it. The reactants are: [F:1][C:2]([F:13])([F:12])[C:3]1[CH:4]=[C:5](B(O)O)[CH:6]=[CH:7][CH:8]=1.[Cl:14][C:15]1[CH:16]=[C:17]([CH2:21][N:22]2[CH:26]=[CH:25][N:24]=[C:23]2[CH3:27])[N:18]=[N:19][CH:20]=1. (2) Given the product [C:1]([O:4][CH2:5][C:6]1[C:11]([F:12])=[CH:10][C:9]([NH2:13])=[CH:8][C:7]=1[Cl:21])(=[O:3])[CH3:2], predict the reactants needed to synthesize it. The reactants are: [C:1]([O:4][CH2:5][C:6]1[C:11]([F:12])=[CH:10][C:9]([NH:13]C(OC(C)(C)C)=O)=[CH:8][C:7]=1[Cl:21])(=[O:3])[CH3:2].C[Si](I)(C)C. (3) Given the product [CH3:1][O:2][C:3]1[CH:8]=[CH:7][C:6]([NH:9][C:10]([NH:38][C:37]2[CH:39]=[CH:40][CH:41]=[C:35]([O:34][C:22]3[C:21]4[C:26](=[CH:27][C:28]([O:29][CH2:30][CH2:31][O:32][CH3:33])=[C:19]([O:18][CH3:17])[CH:20]=4)[N:25]=[CH:24][N:23]=3)[CH:36]=2)=[O:12])=[CH:5][C:4]=1[C:13]([F:16])([F:15])[F:14], predict the reactants needed to synthesize it. The reactants are: [CH3:1][O:2][C:3]1[CH:8]=[CH:7][C:6]([NH:9][C:10](=[O:12])[O-])=[CH:5][C:4]=1[C:13]([F:16])([F:15])[F:14].[CH3:17][O:18][C:19]1[CH:20]=[C:21]2[C:26](=[CH:27][C:28]=1[O:29][CH2:30][CH2:31][O:32][CH3:33])[N:25]=[CH:24][N:23]=[C:22]2[O:34][C:35]1[CH:36]=[C:37]([CH:39]=[CH:40][CH:41]=1)[NH2:38].C(N(C(C)C)CC)(C)C. (4) Given the product [F:1][C:2]1[C:3]([O:21][CH3:22])=[C:4]([C@H:9]([CH2:19][CH3:20])[CH2:10][C@@:11]([C:14]([F:16])([F:15])[F:17])([OH:18])[CH:12]=[N:23][C:24]2[CH:33]=[CH:32][CH:31]=[C:30]3[C:25]=2[CH:26]=[N:27][C:28]([CH3:34])=[N:29]3)[CH:5]=[CH:6][C:7]=1[F:8], predict the reactants needed to synthesize it. The reactants are: [F:1][C:2]1[C:3]([O:21][CH3:22])=[C:4]([C@H:9]([CH2:19][CH3:20])[CH2:10][C@:11]([OH:18])([C:14]([F:17])([F:16])[F:15])[CH:12]=O)[CH:5]=[CH:6][C:7]=1[F:8].[NH2:23][C:24]1[CH:33]=[CH:32][CH:31]=[C:30]2[C:25]=1[CH:26]=[N:27][C:28]([CH3:34])=[N:29]2.[O-]CCCC.C(O)(=O)C. (5) The reactants are: Br[CH2:2][C:3]1[N:8]([C:9]2[CH:14]=[CH:13][CH:12]=[C:11]([C:15]([F:18])([F:17])[F:16])[CH:10]=2)[C:7](=[O:19])[NH:6][CH:5]([C:20]2[CH:25]=[CH:24][C:23]([C:26]#[N:27])=[CH:22][C:21]=2[S:28]([CH3:31])(=[O:30])=[O:29])[C:4]=1[C:32](OCC)=[O:33].[CH3:37][NH:38][NH2:39]. Given the product [CH3:37][N:38]1[CH2:2][C:3]2[N:8]([C:9]3[CH:14]=[CH:13][CH:12]=[C:11]([C:15]([F:18])([F:16])[F:17])[CH:10]=3)[C:7](=[O:19])[NH:6][CH:5]([C:20]3[CH:25]=[CH:24][C:23]([C:26]#[N:27])=[CH:22][C:21]=3[S:28]([CH3:31])(=[O:30])=[O:29])[C:4]=2[C:32](=[O:33])[NH:39]1, predict the reactants needed to synthesize it. (6) Given the product [CH3:14][C:15]([CH3:27])=[CH:16][CH2:17][O:18][C:19]1[CH:20]=[C:21]([CH:24]=[CH:25][CH:26]=1)[CH2:22][NH:23][C:11]([C:7]1[CH:6]=[C:5]2[C:10](=[CH:9][CH:8]=1)[N:1]=[CH:2][CH:3]=[CH:4]2)=[O:13], predict the reactants needed to synthesize it. The reactants are: [N:1]1[C:10]2[C:5](=[CH:6][C:7]([C:11]([OH:13])=O)=[CH:8][CH:9]=2)[CH:4]=[CH:3][CH:2]=1.[CH3:14][C:15]([CH3:27])=[CH:16][CH2:17][O:18][C:19]1[CH:20]=[C:21]([CH:24]=[CH:25][CH:26]=1)[CH2:22][NH2:23].F[P-](F)(F)(F)(F)F.N1([P+](N(C)C)(N(C)C)N(C)C)C2C=CC=CC=2N=N1.C(N(CC)CC)C. (7) Given the product [CH:45]([O:47][CH2:48][CH2:49][O:50][NH:51][C:15]([C:14]1[N:13]=[C:12]2[N:18]([CH3:21])[CH:19]=[N:20][C:11]2=[C:10]([F:22])[C:9]=1[NH:8][C:5]1[CH:6]=[CH:7][C:2]([Br:1])=[CH:3][C:4]=1[F:23])=[O:17])=[CH2:46], predict the reactants needed to synthesize it. The reactants are: [Br:1][C:2]1[CH:7]=[CH:6][C:5]([NH:8][C:9]2[C:10]([F:22])=[C:11]3[N:20]=[CH:19][N:18]([CH3:21])[C:12]3=[N:13][C:14]=2[C:15]([OH:17])=O)=[C:4]([F:23])[CH:3]=1.C1C=CC2N(O)N=NC=2C=1.CCN=C=NCCCN(C)C.[CH:45]([O:47][CH2:48][CH2:49][O:50][NH2:51])=[CH2:46]. (8) Given the product [CH2:16]([S:18]([C:21]1[CH:26]=[CH:25][C:24]([O:1][C:2]2[CH:3]=[C:4]([CH2:12][C:13]([OH:15])=[O:14])[CH:5]=[C:6]([C:8]([F:9])([F:10])[F:11])[CH:7]=2)=[C:23]([F:28])[CH:22]=1)(=[O:19])=[O:20])[CH3:17], predict the reactants needed to synthesize it. The reactants are: [OH:1][C:2]1[CH:3]=[C:4]([CH2:12][C:13]([OH:15])=[O:14])[CH:5]=[C:6]([C:8]([F:11])([F:10])[F:9])[CH:7]=1.[CH2:16]([S:18]([C:21]1[CH:26]=[CH:25][C:24](F)=[C:23]([F:28])[CH:22]=1)(=[O:20])=[O:19])[CH3:17].